This data is from Catalyst prediction with 721,799 reactions and 888 catalyst types from USPTO. The task is: Predict which catalyst facilitates the given reaction. (1) Reactant: Cl.[F:2][C:3]1[CH:8]=[C:7]([F:9])[CH:6]=[CH:5][C:4]=1[N:10]1[C:14]([N:15]2[N:24]=[C:23]3[C:17]([CH2:18][CH2:19][O:20][C:21]4[CH:28]=[CH:27][C:26]([CH:29]5[CH2:34][CH2:33][NH:32][CH2:31][CH2:30]5)=[CH:25][C:22]=43)=[CH:16]2)=[N:13][CH:12]=[N:11]1.[CH:35]([S:37]([CH:40]=C)(=[O:39])=[O:38])=[CH2:36].Cl.C(OCC)C. Product: [F:2][C:3]1[CH:8]=[C:7]([F:9])[CH:6]=[CH:5][C:4]=1[N:10]1[C:14]([N:15]2[N:24]=[C:23]3[C:17]([CH2:18][CH2:19][O:20][C:21]4[CH:28]=[CH:27][C:26]([CH:29]5[CH2:34][CH2:33][N:32]([CH2:36][CH2:35][S:37]([CH3:40])(=[O:39])=[O:38])[CH2:31][CH2:30]5)=[CH:25][C:22]=43)=[CH:16]2)=[N:13][CH:12]=[N:11]1. The catalyst class is: 2. (2) Reactant: [CH2:1]([N:3]([CH2:13][CH3:14])[C:4]1[CH:11]=[CH:10][C:7]([CH:8]=O)=[C:6]([OH:12])[CH:5]=1)[CH3:2].C[O:16][C:17](=O)[CH2:18][C:19]1[CH:24]=[CH:23][C:22]([O:25][CH3:26])=[CH:21][CH:20]=1.N1CCCCC1.[H][H]. Product: [CH2:1]([N:3]([CH2:13][CH3:14])[C:4]1[CH:5]=[C:6]2[C:7]([CH:8]=[C:18]([C:19]3[CH:24]=[CH:23][C:22]([O:25][CH3:26])=[CH:21][CH:20]=3)[C:17](=[O:16])[O:12]2)=[CH:10][CH:11]=1)[CH3:2]. The catalyst class is: 10. (3) Reactant: [C:1]([O:5][C:6](=[O:28])[NH:7][CH2:8][CH:9]1[CH2:14][CH2:13][CH2:12][N:11]([C:15]2[C:20]([C:21]3[CH:22]=[N:23][N:24]([CH3:26])[CH:25]=3)=[CH:19][N:18]=[C:17](Cl)[N:16]=2)[CH2:10]1)([CH3:4])([CH3:3])[CH3:2].[CH3:29][N:30]1[CH:34]=[C:33]([C:35]2[CH:40]=[CH:39][CH:38]=[C:37](B3OC(C)(C)C(C)(C)O3)[CH:36]=2)[CH:32]=[N:31]1.C(=O)([O-])[O-].[K+].[K+]. Product: [C:1]([O:5][C:6](=[O:28])[NH:7][CH2:8][CH:9]1[CH2:14][CH2:13][CH2:12][N:11]([C:15]2[C:20]([C:21]3[CH:22]=[N:23][N:24]([CH3:26])[CH:25]=3)=[CH:19][N:18]=[C:17]([C:39]3[CH:38]=[CH:37][CH:36]=[C:35]([C:33]4[CH:32]=[N:31][N:30]([CH3:29])[CH:34]=4)[CH:40]=3)[N:16]=2)[CH2:10]1)([CH3:4])([CH3:3])[CH3:2]. The catalyst class is: 127. (4) Reactant: Br[C:2]1[CH:7]=[CH:6][C:5]([NH:8][C:9]([C:11]2[CH:12]=[CH:13][C:14]3[O:19][CH2:18][CH2:17][N:16]([S:20]([C:23]4[CH:28]=[C:27]([Cl:29])[CH:26]=[CH:25][C:24]=4[O:30][CH3:31])(=[O:22])=[O:21])[C:15]=3[CH:32]=2)=[O:10])=[CH:4][C:3]=1[C:33]#[N:34].C(N([CH2:40][CH3:41])CC)C.[C:42]([O:45][CH2:46]C)(=[O:44])C. Product: [CH2:46]([O:45][C:42](=[O:44])[C:2]1[CH:7]=[CH:6][C:5]([NH:8][C:9]([C:11]2[CH:12]=[CH:13][C:14]3[O:19][CH2:18][CH2:17][N:16]([S:20]([C:23]4[CH:28]=[C:27]([Cl:29])[CH:26]=[CH:25][C:24]=4[O:30][CH3:31])(=[O:21])=[O:22])[C:15]=3[CH:32]=2)=[O:10])=[CH:4][C:3]=1[C:33]#[N:34])[CH2:40][CH3:41]. The catalyst class is: 259. (5) Reactant: Br[C:2]1[CH:3]=[CH:4][C:5](/[C:10](/[C:29]2[CH:34]=[CH:33][C:32]([C:35]([CH3:38])([CH3:37])[CH3:36])=[CH:31][CH:30]=2)=[CH:11]/[C@@H:12]2[N:16]([CH2:17][C:18]3[CH:23]=[CH:22][C:21]([O:24][CH3:25])=[CH:20][C:19]=3[O:26][CH3:27])[C:15](=[O:28])[CH2:14][CH2:13]2)=[N:6][C:7]=1[O:8][CH3:9].C([Li])CCC.[C:44]1(=[O:48])[CH2:47][CH2:46][CH2:45]1.[Cl-].[NH4+]. Product: [C:35]([C:32]1[CH:31]=[CH:30][C:29]([C:10]([C:5]2[CH:4]=[CH:3][C:2]([C:44]3([OH:48])[CH2:47][CH2:46][CH2:45]3)=[C:7]([O:8][CH3:9])[N:6]=2)=[CH:11][CH:12]2[N:16]([CH2:17][C:18]3[CH:23]=[CH:22][C:21]([O:24][CH3:25])=[CH:20][C:19]=3[O:26][CH3:27])[C:15](=[O:28])[CH2:14][CH2:13]2)=[CH:34][CH:33]=1)([CH3:38])([CH3:36])[CH3:37]. The catalyst class is: 7. (6) Reactant: ClC(Cl)(Cl)COC(=O)[NH:6][C:7]1[CH:12]=[CH:11][C:10]([S:13][C:14]2[CH:19]=[CH:18][C:17]([C:20](=[O:29])[NH:21][C:22]3[CH:27]=[CH:26][C:25]([CH3:28])=[CH:24][N:23]=3)=[CH:16][C:15]=2[NH:30][C:31]2[C:32]3[CH:40]=[CH:39][C:38]([CH:41]([CH3:43])[CH3:42])=[N:37][C:33]=3[N:34]=[CH:35][N:36]=2)=[CH:9][CH:8]=1.[OH-].[Na+].Cl. Product: [NH2:6][C:7]1[CH:12]=[CH:11][C:10]([S:13][C:14]2[CH:19]=[CH:18][C:17]([C:20]([NH:21][C:22]3[CH:27]=[CH:26][C:25]([CH3:28])=[CH:24][N:23]=3)=[O:29])=[CH:16][C:15]=2[NH:30][C:31]2[C:32]3[CH:40]=[CH:39][C:38]([CH:41]([CH3:43])[CH3:42])=[N:37][C:33]=3[N:34]=[CH:35][N:36]=2)=[CH:9][CH:8]=1. The catalyst class is: 30. (7) Reactant: CC(CC)=O.[CH3:6][N:7]([CH3:36])[C:8]1([C:30]2[CH:35]=[CH:34][CH:33]=[CH:32][CH:31]=2)[CH2:13][CH2:12][CH:11]([CH2:14][C:15]([NH:17][CH:18]([CH3:29])[CH2:19][C:20]2[C:28]3[C:23](=[CH:24][CH:25]=[CH:26][CH:27]=3)[NH:22][CH:21]=2)=[O:16])[CH2:10][CH2:9]1.C(NC1CCCCC1)(NC1CCCCC1)=O.[ClH:53]. Product: [ClH:53].[CH3:36][N:7]([CH3:6])[C:8]1([C:30]2[CH:35]=[CH:34][CH:33]=[CH:32][CH:31]=2)[CH2:13][CH2:12][CH:11]([CH2:14][C:15]([NH:17][CH:18]([CH3:29])[CH2:19][C:20]2[C:28]3[C:23](=[CH:24][CH:25]=[CH:26][CH:27]=3)[NH:22][CH:21]=2)=[O:16])[CH2:10][CH2:9]1. The catalyst class is: 8. (8) Reactant: [N:1]([CH2:4][CH2:5][O:6][CH2:7][CH2:8][O:9][N:10]1C(=O)C2C(=CC=CC=2)C1=O)=[N+:2]=[N-:3].NN. Product: [N:1]([CH2:4][CH2:5][O:6][CH2:7][CH2:8][O:9][NH2:10])=[N+:2]=[N-:3]. The catalyst class is: 5. (9) Reactant: [Br:1][C:2]1[CH:3]=[CH:4][C:5]([F:9])=[C:6]([OH:8])[CH:7]=1.Br[CH2:11][CH2:12][O:13][CH3:14].C([O-])([O-])=O.[Cs+].[Cs+]. Product: [Br:1][C:2]1[CH:3]=[CH:4][C:5]([F:9])=[C:6]([O:8][CH2:11][CH2:12][O:13][CH3:14])[CH:7]=1. The catalyst class is: 23. (10) Reactant: [C:1]1([NH:7][C:8]2[C:16]3[C:15]4[CH2:17][NH:18][CH2:19][CH2:20][C:14]=4[NH:13][C:12]=3[N:11]=[CH:10][CH:9]=2)[CH:6]=[CH:5][CH:4]=[CH:3][CH:2]=1.[Cl:21][C:22]1[CH:23]=[C:24]([N:28]=[C:29]=[O:30])[CH:25]=[CH:26][CH:27]=1.C(N(CC)CC)C. Product: [Cl:21][C:22]1[CH:23]=[C:24]([NH:28][C:29]([N:18]2[CH2:19][CH2:20][C:14]3[NH:13][C:12]4[N:11]=[CH:10][CH:9]=[C:8]([NH:7][C:1]5[CH:2]=[CH:3][CH:4]=[CH:5][CH:6]=5)[C:16]=4[C:15]=3[CH2:17]2)=[O:30])[CH:25]=[CH:26][CH:27]=1. The catalyst class is: 26.